This data is from Forward reaction prediction with 1.9M reactions from USPTO patents (1976-2016). The task is: Predict the product of the given reaction. (1) Given the reactants [CH3:1][N:2]([CH2:4][CH2:5][OH:6])[CH3:3].[H-].[Na+].Cl[C:10]1[N:17]=[C:16]([C:18]2[CH:23]=[CH:22][C:21]([CH2:24][N:25]3[CH2:30][CH2:29][CH:28]([N:31]4[C:35]5[CH:36]=[CH:37][CH:38]=[CH:39][C:34]=5[NH:33][C:32]4=[O:40])[CH2:27][CH2:26]3)=[CH:20][CH:19]=2)[C:15]([C:41]2[CH:46]=[CH:45][CH:44]=[CH:43][CH:42]=2)=[CH:14][C:11]=1[C:12]#[N:13], predict the reaction product. The product is: [CH3:1][N:2]([CH3:3])[CH2:4][CH2:5][O:6][C:10]1[N:17]=[C:16]([C:18]2[CH:23]=[CH:22][C:21]([CH2:24][N:25]3[CH2:26][CH2:27][CH:28]([N:31]4[C:35]5[CH:36]=[CH:37][CH:38]=[CH:39][C:34]=5[NH:33][C:32]4=[O:40])[CH2:29][CH2:30]3)=[CH:20][CH:19]=2)[C:15]([C:41]2[CH:42]=[CH:43][CH:44]=[CH:45][CH:46]=2)=[CH:14][C:11]=1[C:12]#[N:13]. (2) Given the reactants Cl[CH2:2][C:3]1[CH:8]=[CH:7][C:6]([C:9]([NH:12][C:13](=[O:15])[CH3:14])([CH3:11])[CH3:10])=[CH:5][CH:4]=1.[N:16]1[CH:21]=[CH:20][CH:19]=[CH:18][C:17]=1[N:22]1[CH2:27][CH2:26][NH:25][CH2:24][CH2:23]1, predict the reaction product. The product is: [CH3:10][C:9]([NH:12][C:13](=[O:15])[CH3:14])([C:6]1[CH:7]=[CH:8][C:3]([CH2:2][N:25]2[CH2:26][CH2:27][N:22]([C:17]3[CH:18]=[CH:19][CH:20]=[CH:21][N:16]=3)[CH2:23][CH2:24]2)=[CH:4][CH:5]=1)[CH3:11].